This data is from Catalyst prediction with 721,799 reactions and 888 catalyst types from USPTO. The task is: Predict which catalyst facilitates the given reaction. (1) Reactant: [Cl:1][C:2]1[CH:3]=[C:4]([C:10]2[CH:11]=[C:12]([C:16]3(C(O)=O)[CH2:18][CH2:17]3)[CH:13]=[N:14][CH:15]=2)[CH:5]=[CH:6][C:7]=1[C:8]#[N:9].C1(P([N:36]=[N+]=[N-])(C2C=CC=CC=2)=O)C=CC=CC=1.CC([O-])(C)C.[K+]. Product: [NH2:36][C:16]1([C:12]2[CH:11]=[C:10]([C:4]3[CH:5]=[CH:6][C:7]([C:8]#[N:9])=[C:2]([Cl:1])[CH:3]=3)[CH:15]=[N:14][CH:13]=2)[CH2:18][CH2:17]1. The catalyst class is: 247. (2) Reactant: [Br:1][C:2]1[C:7]([C:8]2[CH:13]=[CH:12][CH:11]=[CH:10][CH:9]=2)=[N:6][NH:5][C:4](=[O:14])[CH:3]=1.[CH3:15]OC(OC)N(C)C. Product: [Br:1][C:2]1[C:7]([C:8]2[CH:13]=[CH:12][CH:11]=[CH:10][CH:9]=2)=[N:6][N:5]([CH3:15])[C:4](=[O:14])[CH:3]=1. The catalyst class is: 31. (3) Reactant: [Br:1]N1C(=O)CCC1=O.[C:9]([O:13][CH:14]([C:19]1[N:20]=[C:21]([CH3:24])[S:22][CH:23]=1)[C:15]([O:17][CH3:18])=[O:16])([CH3:12])([CH3:11])[CH3:10]. Product: [Br:1][C:23]1[S:22][C:21]([CH3:24])=[N:20][C:19]=1[CH:14]([O:13][C:9]([CH3:12])([CH3:11])[CH3:10])[C:15]([O:17][CH3:18])=[O:16]. The catalyst class is: 9. (4) Reactant: [Cl:1][C:2]1[N:6]([CH3:7])[N:5]=[C:4]([CH3:8])[C:3]=1[CH2:9]O.C1(P(C2C=CC=CC=2)C2C=CC=CC=2)C=CC=CC=1.C(Br)(Br)(Br)[Br:31]. Product: [Br:31][CH2:9][C:3]1[C:4]([CH3:8])=[N:5][N:6]([CH3:7])[C:2]=1[Cl:1]. The catalyst class is: 4.